This data is from Forward reaction prediction with 1.9M reactions from USPTO patents (1976-2016). The task is: Predict the product of the given reaction. (1) Given the reactants [CH3:1][C:2]1[N:3]=[CH:4][S:5][CH:6]=1.CCCCCC.C([Li])CCC.[CH2:18]([N:25]1[CH2:30][CH2:29][C:28]([NH:33][C:34]2[CH:39]=[CH:38][CH:37]=[CH:36][CH:35]=2)(C#N)[CH2:27][CH2:26]1)[C:19]1[CH:24]=[CH:23][CH:22]=[CH:21][CH:20]=1.C(OCC)(=O)C, predict the reaction product. The product is: [CH2:18]([N:25]1[CH2:26][CH2:27][C:28]([NH:33][C:34]2[CH:39]=[CH:38][CH:37]=[CH:36][CH:35]=2)([C:4]2[S:5][CH:6]=[C:2]([CH3:1])[N:3]=2)[CH2:29][CH2:30]1)[C:19]1[CH:20]=[CH:21][CH:22]=[CH:23][CH:24]=1. (2) Given the reactants [Cl:1][C:2]1[N:7]=[C:6]([N:8]2[CH:12]([C:13]3[CH:18]=[CH:17][CH:16]=[CH:15][CH:14]=3)[C:11]3(CCOC[CH2:19]3)[O:10][C:9]2=[O:24])[CH:5]=[CH:4][N:3]=1.[O:25]1CC(=O)[CH2:26]1, predict the reaction product. The product is: [Cl:1][C:2]1[N:7]=[C:6]([N:8]2[CH:12]([C:13]3[CH:14]=[CH:15][CH:16]=[CH:17][CH:18]=3)[C:11]3([CH2:19][O:25][CH2:26]3)[O:10][C:9]2=[O:24])[CH:5]=[CH:4][N:3]=1. (3) Given the reactants [NH:1]1[CH:5]=[CH:4][CH:3]=[CH:2]1.[H-].[Na+].C([O:11][C@@H:12]1[C@@H:20]([C@@:21]2([CH3:52])[CH2:26][CH2:25][C@H:24]([O:27][Si](C(C)(C)C)(C3C=CC=CC=3)C3C=CC=CC=3)[CH2:23][C@@H:22]2[CH2:45][CH2:46]OS(C)(=O)=O)[CH2:19][CH2:18][C@@:17]2([CH3:53])[C@H:13]1[CH2:14][CH2:15][C:16]2=[CH2:54])(=O)C, predict the reaction product. The product is: [N:1]1([CH2:46][CH2:45][C@H:22]2[CH2:23][C@@H:24]([OH:27])[CH2:25][CH2:26][C@@:21]2([C@H:20]2[CH2:19][CH2:18][C@@:17]3([CH3:53])[C@@H:13]([CH2:14][CH2:15][C:16]3=[CH2:54])[C@@H:12]2[OH:11])[CH3:52])[CH:5]=[CH:4][CH:3]=[CH:2]1. (4) Given the reactants [OH:1][C@@:2]12[CH2:19][C@@H:18]([O:20]C(=O)C(C)(C)C)[CH2:17][CH2:16][C@:15]1([CH3:27])[C@@H:14]1[C@H:5]([C@H:6]3[C@@:10]([CH2:12][CH2:13]1)([CH3:11])[C:9](=[O:28])[C@H:8]1[CH2:29][C@@H:7]31)[CH:4]=[CH:3]2.[OH-].[K+].O.Cl([O-])(=O)(=O)=O.[Na+].S(=O)(=O)(O)O, predict the reaction product. The product is: [OH:20][C@H:18]1[CH2:17][CH2:16][C@@:15]2([CH3:27])[C@:2]([OH:1])([CH:3]=[CH:4][C@@H:5]3[C@@H:14]2[CH2:13][CH2:12][C@@:10]2([CH3:11])[C@H:6]3[C@@H:7]3[CH2:29][C@@H:8]3[C:9]2=[O:28])[CH2:19]1.